Task: Predict the product of the given reaction.. Dataset: Forward reaction prediction with 1.9M reactions from USPTO patents (1976-2016) (1) Given the reactants [CH3:1][C:2]([S:5]([NH2:7])=[O:6])([CH3:4])[CH3:3].[CH:8](=O)[CH3:9].[O-]S([O-])(=O)=O.[Mg+2], predict the reaction product. The product is: [CH:8](=[N:7]/[S:5]([C:2]([CH3:4])([CH3:3])[CH3:1])=[O:6])\[CH3:9]. (2) Given the reactants O[CH2:2][C@@H:3]([NH:5]C(=O)OC(C)(C)C)[CH3:4].C1(P(C2C=CC=CC=2)C2C=CC=CC=2)C=CC=CC=1.[Cl:32][C:33]1[CH:40]=[C:39]([C:41]2[CH:45]=[CH:44][NH:43][N:42]=2)[CH:38]=[C:37]([F:46])[C:34]=1[C:35]#[N:36].CC(OC(/N=N/C(OC(C)C)=O)=O)C.Cl, predict the reaction product. The product is: [NH2:5][C@@H:3]([CH3:4])[CH2:2][N:43]1[CH:44]=[CH:45][C:41]([C:39]2[CH:38]=[C:37]([F:46])[C:34]([C:35]#[N:36])=[C:33]([Cl:32])[CH:40]=2)=[N:42]1. (3) Given the reactants [C:1]([NH:9][CH2:10][CH:11]([C:16](=[O:18])[CH3:17])[C:12]([O:14][CH3:15])=[O:13])(=[O:8])[C:2]1[CH:7]=[CH:6][CH:5]=[CH:4][CH:3]=1.C(O)(C)C, predict the reaction product. The product is: [CH3:15][O:14][C:12](=[O:13])[C@@H:11]([CH2:10][NH:9][C:1](=[O:8])[C:2]1[CH:3]=[CH:4][CH:5]=[CH:6][CH:7]=1)[C@H:16]([OH:18])[CH3:17]. (4) The product is: [CH2:33]([O:32][C:17]1[CH:16]=[C:15]([C:12]2[CH:13]=[CH:14][C:9]([N:4]3[CH2:3][CH2:2][NH:7][CH2:6][CH2:5]3)=[CH:10][CH:11]=2)[N:20]=[C:19]2[N:21]([C:26]3[CH:31]=[CH:30][CH:29]=[CH:28][CH:27]=3)[N:22]=[C:23]([CH2:24][CH3:25])[C:18]=12)[CH3:34]. Given the reactants C[CH:2]1[NH:7][CH:6](C)[CH2:5][N:4]([C:9]2[CH:14]=[CH:13][C:12]([C:15]3[N:20]=[C:19]4[N:21]([C:26]5[CH:31]=[CH:30][CH:29]=[CH:28][CH:27]=5)[N:22]=[C:23]([CH2:24][CH3:25])[C:18]4=[C:17]([O:32][CH3:33])[CH:16]=3)=[CH:11][CH:10]=2)[CH2:3]1.[C:34](OC(N1CCNCC1)=O)(C)(C)C.Cl, predict the reaction product. (5) Given the reactants [F:1][C:2]1[CH:3]=[C:4]([N:9]=[C:10]=S)[CH:5]=[CH:6][C:7]=1[F:8].[NH:12]([C:14](=[O:38])[C:15]([NH:17][C:18]1[CH:23]=[CH:22][C:21]([C@H:24]2[CH2:29][CH2:28][C@H:27]([CH2:30][C:31]([O:33][CH3:34])=[O:32])[CH2:26][CH2:25]2)=[CH:20][C:19]=1[N+:35]([O-:37])=[O:36])=[O:16])[NH2:13].CCN=C=NCCCN(C)C, predict the reaction product. The product is: [N+:35]([C:19]1[CH:20]=[C:21]([C@H:24]2[CH2:29][CH2:28][C@H:27]([CH2:30][C:31]([O:33][CH3:34])=[O:32])[CH2:26][CH2:25]2)[CH:22]=[CH:23][C:18]=1[NH:17][C:15]([C:14]1[O:38][C:10]([NH:9][C:4]2[CH:5]=[CH:6][C:7]([F:8])=[C:2]([F:1])[CH:3]=2)=[N:13][N:12]=1)=[O:16])([O-:37])=[O:36]. (6) Given the reactants [CH2:1]([N:8]1[CH2:13][CH2:12][CH2:11][C:10](=[O:14])[CH2:9]1)[C:2]1[CH:7]=[CH:6][CH:5]=[CH:4][CH:3]=1.[C:15]1([Mg]Br)[CH:20]=[CH:19][CH:18]=[CH:17][CH:16]=1.C1COCC1.O, predict the reaction product. The product is: [CH2:1]([N:8]1[CH2:13][CH2:12][CH2:11][C:10]([C:15]2[CH:20]=[CH:19][CH:18]=[CH:17][CH:16]=2)([OH:14])[CH2:9]1)[C:2]1[CH:3]=[CH:4][CH:5]=[CH:6][CH:7]=1. (7) The product is: [C:1]([O:5][C:6]([N:8]1[CH2:13][CH2:12][CH:11]([NH:14][C:23](=[O:24])[CH2:22][C:19]2[CH:20]=[CH:21][C:16]([Cl:15])=[CH:17][CH:18]=2)[CH2:10][CH2:9]1)=[O:7])([CH3:4])([CH3:2])[CH3:3]. Given the reactants [C:1]([O:5][C:6]([N:8]1[CH2:13][CH2:12][CH:11]([NH2:14])[CH2:10][CH2:9]1)=[O:7])([CH3:4])([CH3:3])[CH3:2].[Cl:15][C:16]1[CH:21]=[CH:20][C:19]([CH2:22][C:23](O)=[O:24])=[CH:18][CH:17]=1.CCN=C=NCCCN(C)C.C1C=CC2N(O)N=NC=2C=1.CN1CCOCC1, predict the reaction product. (8) The product is: [CH3:3][N:2]([C:4]1[C:9]2[CH2:10][C@@H:11]3[C:21]([C:22](=[O:23])[C:8]=2[C:7]([OH:33])=[CH:6][CH:5]=1)=[C:20]([OH:24])[C@@:19]1([OH:25])[C@H:13]([C@H:14]([N:30]([CH3:32])[CH3:31])[C:15]([OH:29])=[C:16]([C:26]([NH2:28])=[O:27])[C:17]1=[O:18])[CH2:12]3)[CH3:1]. Given the reactants [CH3:1][N:2]([C:4]1[C:9]2[CH2:10][C@@H:11]3[C:21]([C:22](=[O:23])[C:8]=2[C:7]([OH:33])=[CH:6][CH:5]=1)=[C:20]([OH:24])[C@@:19]1([OH:25])[C@H:13]([C@H:14]([N:30]([CH3:32])[CH3:31])[C:15]([OH:29])=[C:16]([C:26]([NH2:28])=[O:27])[C:17]1=[O:18])[CH2:12]3)[CH3:3].S([O-])([O-])(=O)=O.CN(C1C2C[C@@H]3C(C(=O)C=2C(O)=CC=1)=C(O)[C@@]1(O)[C@H]([C@H](N(C)C)C(O)=C(C(N)=O)C1=O)C3)C.Cl, predict the reaction product.